This data is from Forward reaction prediction with 1.9M reactions from USPTO patents (1976-2016). The task is: Predict the product of the given reaction. (1) Given the reactants [Br:1][C:2]1[CH:3]=[CH:4][C:5]([F:17])=[C:6]([C@:8]([NH:12][C:13](=O)[CH2:14]Cl)([CH3:11])[CH2:9][OH:10])[CH:7]=1.COC1C=CC(P2(SP(C3C=CC(OC)=CC=3)(=S)S2)=[S:27])=CC=1, predict the reaction product. The product is: [Br:1][C:2]1[CH:3]=[CH:4][C:5]([F:17])=[C:6]([C@@:8]2([CH3:11])[NH:12][C:13](=[S:27])[CH2:14][O:10][CH2:9]2)[CH:7]=1. (2) The product is: [Br:17][CH:8]([C:10]1[CH:15]=[CH:14][C:13]([F:16])=[CH:12][CH:11]=1)[C:5]1[CH:6]=[CH:7][C:2]([F:1])=[CH:3][CH:4]=1. Given the reactants [F:1][C:2]1[CH:7]=[CH:6][C:5]([CH:8]([C:10]2[CH:15]=[CH:14][C:13]([F:16])=[CH:12][CH:11]=2)O)=[CH:4][CH:3]=1.[BrH:17], predict the reaction product. (3) Given the reactants [OH:1][CH:2]([CH:23]=[CH2:24])[CH:3]([NH:9][C:10](=[O:22])[C:11]1[CH:16]=[CH:15][C:14]([F:17])=[CH:13][C:12]=1[C:18]([F:21])([F:20])[F:19])[C:4](OCC)=[O:5].[CH3:25][NH2:26], predict the reaction product. The product is: [OH:1][CH:2]([CH:23]=[CH2:24])[CH:3]([NH:9][C:10](=[O:22])[C:11]1[CH:16]=[CH:15][C:14]([F:17])=[CH:13][C:12]=1[C:18]([F:21])([F:20])[F:19])[C:4](=[O:5])[NH:26][CH3:25]. (4) Given the reactants [Cl:1][C:2]1[CH:7]=[CH:6][CH:5]=[CH:4][C:3]=1[CH:8]([OH:15])[CH2:9][CH2:10][C:11]([F:14])([F:13])[F:12].[Li]CCCC.[Br:21][C:22]1[CH:27]=[CH:26][C:25](F)=[C:24]([N+:29]([O-:31])=[O:30])[CH:23]=1, predict the reaction product. The product is: [Br:21][C:22]1[CH:27]=[CH:26][C:25]([O:15][CH:8]([C:3]2[CH:4]=[CH:5][CH:6]=[CH:7][C:2]=2[Cl:1])[CH2:9][CH2:10][C:11]([F:13])([F:14])[F:12])=[C:24]([N+:29]([O-:31])=[O:30])[CH:23]=1. (5) Given the reactants C1(N[C:5](=[O:32])[C:6]2[CH:11]=[CH:10][C:9]([CH3:12])=[C:8]([NH:13][C:14](=[O:31])[C:15]3[CH:20]=[CH:19][C:18]([O:21][CH2:22][C:23]4[CH:28]=[CH:27][C:26]([CH2:29]O)=[CH:25][N:24]=4)=[CH:17][CH:16]=3)[CH:7]=2)CC1.[CH:33]([NH2:36])([CH3:35])[CH3:34], predict the reaction product. The product is: [CH:33]1([NH:36][C:5](=[O:32])[C:6]2[CH:11]=[CH:10][C:9]([CH3:12])=[C:8]([NH:13][C:14](=[O:31])[C:15]3[CH:16]=[CH:17][C:18]([O:21][CH2:22][C:23]4[CH:28]=[CH:27][C:26]([CH2:29][NH:13][CH:8]([CH3:9])[CH3:7])=[CH:25][N:24]=4)=[CH:19][CH:20]=3)[CH:7]=2)[CH2:35][CH2:34]1. (6) Given the reactants Br[C:2]1[CH:3]=[CH:4][C:5]([O:8][CH2:9][CH:10]2[CH2:15][CH2:14][N:13]([C:16]([O:18][C:19]([CH3:22])([CH3:21])[CH3:20])=[O:17])[CH2:12][CH2:11]2)=[N:6][CH:7]=1.[C:23]([C:25]1[CH:30]=[CH:29][C:28](B(O)O)=[CH:27][CH:26]=1)#[N:24], predict the reaction product. The product is: [C:23]([C:25]1[CH:30]=[CH:29][C:28]([C:2]2[CH:3]=[CH:4][C:5]([O:8][CH2:9][CH:10]3[CH2:15][CH2:14][N:13]([C:16]([O:18][C:19]([CH3:22])([CH3:21])[CH3:20])=[O:17])[CH2:12][CH2:11]3)=[N:6][CH:7]=2)=[CH:27][CH:26]=1)#[N:24].